Dataset: Rat liver microsome stability data. Task: Regression/Classification. Given a drug SMILES string, predict its absorption, distribution, metabolism, or excretion properties. Task type varies by dataset: regression for continuous measurements (e.g., permeability, clearance, half-life) or binary classification for categorical outcomes (e.g., BBB penetration, CYP inhibition). Dataset: rlm. (1) The molecule is Cc1[nH]c2ccccc2c1CN1CCN(c2ccccn2)CC1. The result is 1 (stable in rat liver microsomes). (2) The compound is O=C(c1ccc2ccccc2c1)N1CCN(c2ccc(O)cc2)CC1. The result is 0 (unstable in rat liver microsomes). (3) The drug is O=S(=O)(Nc1nccs1)c1ccc(NCc2ccccc2)cc1. The result is 1 (stable in rat liver microsomes). (4) The result is 1 (stable in rat liver microsomes). The molecule is Nc1nnc(Sc2ncc([N+](=O)[O-])s2)s1. (5) The molecule is C=C(C)[C@@H]1CC[C@]2(NCCNC3CCN(S(C)(=O)=O)C3)CC[C@]3(C)[C@H](CC[C@@H]4[C@@]5(C)CC=C(c6ccc(C(=O)O)cc6)C(C)(C)[C@@H]5CC[C@]43C)[C@@H]12. The result is 0 (unstable in rat liver microsomes).